Dataset: Reaction yield outcomes from USPTO patents with 853,638 reactions. Task: Predict the reaction yield, written as a fraction of the theoretical maximum amount of product (1.0 means a 100% yield; for example, 0.34 means a 34% yield). (1) The reactants are C([O:5][C:6](=[O:43])[C:7]1[CH:12]=[CH:11][CH:10]=[C:9]([CH2:13][CH:14]([NH:28][C:29](=[O:40])[CH2:30][CH:31]2[CH2:36][CH2:35][N:34]([CH2:37][C:38]#[N:39])[CH2:33][CH2:32]2)[B:15]2[O:23]C3C(C)(C4CC(C3)C4(C)C)[O:16]2)[C:8]=1OC)(C)(C)C.B(Cl)(Cl)Cl. No catalyst specified. The product is [C:38]([CH2:37][N:34]1[CH2:35][CH2:36][CH:31]([CH2:30][C:29]([NH:28][CH:14]2[CH2:13][C:9]3[CH:10]=[CH:11][CH:12]=[C:7]([C:6]([OH:5])=[O:43])[C:8]=3[O:23][B:15]2[OH:16])=[O:40])[CH2:32][CH2:33]1)#[N:39]. The yield is 0.440. (2) The reactants are C([O-])(=O)C.[O:5]=[C:6]1[C@@H:9]([NH3+:10])[CH2:8][NH:7]1.CCN(CC)CC.[C:18](Cl)(=[O:25])[CH2:19][CH2:20][CH2:21][CH2:22][CH2:23][CH3:24]. The catalyst is C(Cl)Cl. The product is [O:5]=[C:6]1[C@@H:9]([NH:10][C:18](=[O:25])[CH2:19][CH2:20][CH2:21][CH2:22][CH2:23][CH3:24])[CH2:8][NH:7]1. The yield is 0.340. (3) The reactants are [CH2:1]([N:8]1[CH2:12][CH:11]([N:13](C(OC(C)(C)C)=O)[CH2:14][C:15]2[CH:20]=[CH:19][C:18]([F:21])=[CH:17][C:16]=2[F:22])[CH2:10][CH:9]1[C:30](O)=[O:31])[C:2]1[CH:7]=[CH:6][CH:5]=[CH:4][CH:3]=1.[CH3:33][CH:34]1[CH2:39][CH2:38][NH:37][CH2:36][CH2:35]1. No catalyst specified. The product is [CH2:1]([N:8]1[CH2:12][C@@H:11]([NH:13][CH2:14][C:15]2[CH:20]=[CH:19][C:18]([F:21])=[CH:17][C:16]=2[F:22])[CH2:10][C@H:9]1[C:30]([N:37]1[CH2:38][CH2:39][CH:34]([CH3:33])[CH2:35][CH2:36]1)=[O:31])[C:2]1[CH:7]=[CH:6][CH:5]=[CH:4][CH:3]=1. The yield is 0.240.